The task is: Predict the reaction yield, written as a fraction of the theoretical maximum amount of product (1.0 means a 100% yield; for example, 0.34 means a 34% yield).. This data is from Reaction yield outcomes from USPTO patents with 853,638 reactions. The reactants are C([N:8]1[C:16]2[C:15]3=[N:17][C@H:18]([CH2:20][C:21]4[CH:26]=[CH:25][CH:24]=[CH:23][CH:22]=4)[CH2:19][N:14]3[C:13](=[O:27])[N:12]([CH2:28][CH2:29][CH3:30])[C:11]=2[N:10]=[C:9]1[C:31](O)=[O:32])C1C=CC=CC=1.S(Cl)(Cl)=O.[NH:38]1[CH2:43][CH2:42][CH2:41][CH2:40][CH2:39]1. The catalyst is C(Cl)(Cl)Cl. The product is [CH2:20]([C@@H:18]1[CH2:19][N:14]2[C:15]([C:16]3[NH:8][C:9]([C:31]([N:38]4[CH2:43][CH2:42][CH2:41][CH2:40][CH2:39]4)=[O:32])=[N:10][C:11]=3[N:12]([CH2:28][CH2:29][CH3:30])[C:13]2=[O:27])=[N:17]1)[C:21]1[CH:26]=[CH:25][CH:24]=[CH:23][CH:22]=1. The yield is 0.260.